Task: Binary Classification. Given a T-cell receptor sequence (or CDR3 region) and an epitope sequence, predict whether binding occurs between them.. Dataset: TCR-epitope binding with 47,182 pairs between 192 epitopes and 23,139 TCRs The epitope is EIYKRWII. The TCR CDR3 sequence is CAISGPGGPTGELFF. Result: 0 (the TCR does not bind to the epitope).